Dataset: Catalyst prediction with 721,799 reactions and 888 catalyst types from USPTO. Task: Predict which catalyst facilitates the given reaction. (1) Reactant: [NH2:1][C:2]1[C:10]([Br:11])=[CH:9][CH:8]=[CH:7][C:3]=1[C:4]([OH:6])=O.[NH2:12][C:13]1[CH:14]=[N:15][CH:16]=[CH:17][CH:18]=1.CCN(C(C)C)C(C)C.CCCP1(OP(CCC)(=O)OP(CCC)(=O)O1)=O.C([O-])(O)=O.[Na+]. Product: [NH2:1][C:2]1[C:10]([Br:11])=[CH:9][CH:8]=[CH:7][C:3]=1[C:4]([NH:12][C:13]1[CH:14]=[N:15][CH:16]=[CH:17][CH:18]=1)=[O:6]. The catalyst class is: 25. (2) Reactant: [F:1][C:2]1[CH:3]=[C:4]([C:13](=O)[CH2:14][O:15][CH3:16])[CH:5]=[CH:6][C:7]=1[O:8][C:9]([F:12])([F:11])[F:10].Cl.[NH2:19][OH:20].C(O)C. Product: [F:1][C:2]1[CH:3]=[C:4]([C:13](=[N:19][OH:20])[CH2:14][O:15][CH3:16])[CH:5]=[CH:6][C:7]=1[O:8][C:9]([F:12])([F:11])[F:10]. The catalyst class is: 66. (3) Reactant: Cl.[CH3:2][NH:3][O:4][CH3:5].CCN(C(C)C)C(C)C.CN(C(ON1N=NC2C=CC=NC1=2)=[N+](C)C)C.F[P-](F)(F)(F)(F)F.[C:39]([C:41]1[CH:49]=[CH:48][C:44]([C:45](O)=[O:46])=[CH:43][C:42]=1[F:50])#[N:40]. Product: [C:39]([C:41]1[CH:49]=[CH:48][C:44]([C:45]([N:3]([O:4][CH3:5])[CH3:2])=[O:46])=[CH:43][C:42]=1[F:50])#[N:40]. The catalyst class is: 31. (4) Reactant: C[Mg]Br.[F:4][C:5]1[N:16]=[C:15]([F:17])[CH:14]=[CH:13][C:6]=1[C:7](N(OC)C)=[O:8].[Cl-].[NH4+].[C:20](OCC)(=O)C. Product: [F:4][C:5]1[C:6]([C:7](=[O:8])[CH3:20])=[CH:13][CH:14]=[C:15]([F:17])[N:16]=1. The catalyst class is: 1. (5) Reactant: [N:1]1([S:7]([C:10]2[CH:15]=[CH:14][C:13]([S:16][C:17](=S)OCC)=[CH:12][CH:11]=2)(=[O:9])=[O:8])[CH2:6][CH2:5][CH2:4][CH2:3][CH2:2]1.[OH-:22].[K+].[Cl-].[NH4+]. Product: [N:1]1([S:7]([C:10]2[CH:11]=[CH:12][C:13]([S:16][CH2:17][C:2](=[O:22])[CH2:3][CH2:4][CH2:5][CH3:6])=[CH:14][CH:15]=2)(=[O:8])=[O:9])[CH2:2][CH2:3][CH2:4][CH2:5][CH2:6]1. The catalyst class is: 40.